Task: Predict the reactants needed to synthesize the given product.. Dataset: Full USPTO retrosynthesis dataset with 1.9M reactions from patents (1976-2016) (1) Given the product [NH2:20][C@@H:18]([CH3:19])[CH2:17][N:13]1[CH:12]=[CH:11][C:10]([C:8]2[CH:7]=[C:6]([F:15])[C:3]([C:4]#[N:5])=[C:2]([F:1])[CH:9]=2)=[N:14]1, predict the reactants needed to synthesize it. The reactants are: [F:1][C:2]1[CH:9]=[C:8]([C:10]2[NH:14][N:13]=[CH:12][CH:11]=2)[CH:7]=[C:6]([F:15])[C:3]=1[C:4]#[N:5].O[CH2:17][C@@H:18]([NH:20]C(=O)OC(C)(C)C)[CH3:19].C1(P(C2C=CC=CC=2)C2C=CC=CC=2)C=CC=CC=1.CC(OC(/N=N/C(OC(C)C)=O)=O)C. (2) Given the product [NH2:26][C:25]1[C:24]([N+:30]([O-:32])=[O:31])=[C:1]([N:2]([CH3:34])[CH2:3][CH2:4][N:5]([CH3:6])[C:15](=[O:16])[O:17][C:18]([CH3:19])([CH3:20])[CH3:21])[CH:29]=[CH:28][CH:27]=1, predict the reactants needed to synthesize it. The reactants are: [CH3:1][NH:2][CH2:3][CH2:4][NH:5][CH3:6].[C:15](O[C:15]([O:17][C:18]([CH3:21])([CH3:20])[CH3:19])=[O:16])([O:17][C:18]([CH3:21])([CH3:20])[CH3:19])=[O:16].ClC1[C:24]([N+:30]([O-:32])=[O:31])=[C:25]([CH:27]=[CH:28][CH:29]=1)[NH2:26].Cl[CH2:34]Cl. (3) Given the product [NH2:2][NH:3][C:6]([C:8]1[N:13]=[C:12]([N:14]2[CH2:18][CH2:17][CH2:16][CH:15]2[C:19]2[O:23][N:22]=[C:21]([C:24]3[CH:29]=[CH:28][CH:27]=[CH:26][N:25]=3)[CH:20]=2)[N:11]=[C:10]([NH:30][C:31]2[CH:35]=[C:34]([CH3:36])[NH:33][N:32]=2)[CH:9]=1)=[O:5], predict the reactants needed to synthesize it. The reactants are: O.[NH2:2][NH2:3].C[O:5][C:6]([C:8]1[N:13]=[C:12]([N:14]2[CH2:18][CH2:17][CH2:16][CH:15]2[C:19]2[O:23][N:22]=[C:21]([C:24]3[CH:29]=[CH:28][CH:27]=[CH:26][N:25]=3)[CH:20]=2)[N:11]=[C:10]([NH:30][C:31]2[CH:35]=[C:34]([CH3:36])[NH:33][N:32]=2)[CH:9]=1)=O. (4) Given the product [Cl:19][C:16]1[CH:17]=[CH:18][C:13]([N:6]2[C:7]3[CH:12]=[CH:11][CH:10]=[CH:9][C:8]=3[N:4]([CH2:3][CH2:2][NH:23][CH3:22])[S:5]2(=[O:21])=[O:20])=[CH:14][CH:15]=1, predict the reactants needed to synthesize it. The reactants are: Br[CH2:2][CH2:3][N:4]1[C:8]2[CH:9]=[CH:10][CH:11]=[CH:12][C:7]=2[N:6]([C:13]2[CH:18]=[CH:17][C:16]([Cl:19])=[CH:15][CH:14]=2)[S:5]1(=[O:21])=[O:20].[CH3:22][NH2:23].